This data is from NCI-60 drug combinations with 297,098 pairs across 59 cell lines. The task is: Regression. Given two drug SMILES strings and cell line genomic features, predict the synergy score measuring deviation from expected non-interaction effect. (1) Drug 1: CC1=C2C(C(=O)C3(C(CC4C(C3C(C(C2(C)C)(CC1OC(=O)C(C(C5=CC=CC=C5)NC(=O)OC(C)(C)C)O)O)OC(=O)C6=CC=CC=C6)(CO4)OC(=O)C)O)C)O. Drug 2: C1=CC=C(C(=C1)C(C2=CC=C(C=C2)Cl)C(Cl)Cl)Cl. Cell line: HCT116. Synergy scores: CSS=5.72, Synergy_ZIP=6.77, Synergy_Bliss=8.15, Synergy_Loewe=1.73, Synergy_HSA=1.80. (2) Drug 1: CC(C)(C#N)C1=CC(=CC(=C1)CN2C=NC=N2)C(C)(C)C#N. Drug 2: CC1CCC2CC(C(=CC=CC=CC(CC(C(=O)C(C(C(=CC(C(=O)CC(OC(=O)C3CCCCN3C(=O)C(=O)C1(O2)O)C(C)CC4CCC(C(C4)OC)O)C)C)O)OC)C)C)C)OC. Cell line: SW-620. Synergy scores: CSS=4.23, Synergy_ZIP=-1.69, Synergy_Bliss=1.07, Synergy_Loewe=1.29, Synergy_HSA=1.24. (3) Drug 1: COC1=CC(=CC(=C1O)OC)C2C3C(COC3=O)C(C4=CC5=C(C=C24)OCO5)OC6C(C(C7C(O6)COC(O7)C8=CC=CS8)O)O. Drug 2: C1=CN(C(=O)N=C1N)C2C(C(C(O2)CO)O)O.Cl. Cell line: MALME-3M. Synergy scores: CSS=50.5, Synergy_ZIP=-3.41, Synergy_Bliss=-1.87, Synergy_Loewe=0.105, Synergy_HSA=2.96. (4) Drug 1: C1=C(C(=O)NC(=O)N1)F. Drug 2: C1=NNC2=C1C(=O)NC=N2. Cell line: A498. Synergy scores: CSS=49.2, Synergy_ZIP=-4.43, Synergy_Bliss=-8.79, Synergy_Loewe=-20.4, Synergy_HSA=-8.15. (5) Drug 1: CC(C)(C#N)C1=CC(=CC(=C1)CN2C=NC=N2)C(C)(C)C#N. Drug 2: C1C(C(OC1N2C=NC(=NC2=O)N)CO)O. Cell line: SK-MEL-5. Synergy scores: CSS=4.42, Synergy_ZIP=2.88, Synergy_Bliss=-1.87, Synergy_Loewe=0.125, Synergy_HSA=0.182.